Dataset: TCR-epitope binding with 47,182 pairs between 192 epitopes and 23,139 TCRs. Task: Binary Classification. Given a T-cell receptor sequence (or CDR3 region) and an epitope sequence, predict whether binding occurs between them. (1) The epitope is ITEEVGHTDLMAAY. The TCR CDR3 sequence is CASSIRSGFEQFF. Result: 0 (the TCR does not bind to the epitope). (2) The epitope is KLWAQCVQL. The TCR CDR3 sequence is CAIGQGSYEQYF. Result: 1 (the TCR binds to the epitope). (3) The epitope is KAYNVTQAF. The TCR CDR3 sequence is CASSLDRGDTIYF. Result: 1 (the TCR binds to the epitope). (4) The epitope is LLQTGIHVRVSQPSL. The TCR CDR3 sequence is CASSLAANTEAFF. Result: 1 (the TCR binds to the epitope). (5) The epitope is VLWAHGFEL. The TCR CDR3 sequence is CASSIGISYEQYF. Result: 0 (the TCR does not bind to the epitope). (6) The epitope is LLFNKVTLA. The TCR CDR3 sequence is CATSDPDSYEQYF. Result: 0 (the TCR does not bind to the epitope). (7) The epitope is NLNESLIDL. The TCR CDR3 sequence is CASSPGGQSGGYTF. Result: 0 (the TCR does not bind to the epitope).